Dataset: TCR-epitope binding with 47,182 pairs between 192 epitopes and 23,139 TCRs. Task: Binary Classification. Given a T-cell receptor sequence (or CDR3 region) and an epitope sequence, predict whether binding occurs between them. The epitope is RIFTIGTVTLK. The TCR CDR3 sequence is CASSQDWGRERAYNEKLFF. Result: 1 (the TCR binds to the epitope).